This data is from Retrosynthesis with 50K atom-mapped reactions and 10 reaction types from USPTO. The task is: Predict the reactants needed to synthesize the given product. (1) Given the product COC(=O)COc1ccc(N2CCN(C(=O)OC(C)(C)C)CC2C)cc1, predict the reactants needed to synthesize it. The reactants are: CC1CN(C(=O)OC(C)(C)C)CCN1c1ccc(O)cc1.COC(=O)CBr. (2) Given the product O=Cc1ccc(Oc2cccc(F)c2)nc1, predict the reactants needed to synthesize it. The reactants are: CN(C)C=O.Fc1cccc(Oc2ccc(Br)cn2)c1. (3) Given the product CCOC(=O)CNc1ncccc1NC(=O)c1ccc(C)s1, predict the reactants needed to synthesize it. The reactants are: CCOC(=O)CNc1ncccc1N.Cc1ccc(C(=O)Cl)s1. (4) Given the product COCCN(C)C(=O)c1ccc(-c2nc3ccc(C4(c5ccccc5)CC4)nc3s2)c(F)c1, predict the reactants needed to synthesize it. The reactants are: CNCCOC.O=C(O)c1ccc(-c2nc3ccc(C4(c5ccccc5)CC4)nc3s2)c(F)c1. (5) Given the product CC(C)(C)OC(=O)NC[C@H]1CC[C@H](CNC(=O)c2c(N)sc3ccccc23)CC1, predict the reactants needed to synthesize it. The reactants are: CC(C)(C)OC(=O)NC[C@H]1CC[C@H](CN)CC1.Nc1sc2ccccc2c1C(=O)O. (6) The reactants are: Cc1cnc(N2CCN(C(=O)c3ccc(Br)cc3C#N)CC2)c(C)c1.O=C1CCCN1. Given the product Cc1cnc(N2CCN(C(=O)c3ccc(N4CCCC4=O)cc3C#N)CC2)c(C)c1, predict the reactants needed to synthesize it. (7) Given the product COc1cc(NC=O)ccc1N1CCN(CCN(C(=O)C2CCCCC2)c2ccccn2)CC1, predict the reactants needed to synthesize it. The reactants are: COc1cc(N)ccc1N1CCN(CCN(C(=O)C2CCCCC2)c2ccccn2)CC1.O=CO. (8) Given the product COc1cc2ncnc(Nc3ccc(F)c(Cl)c3)c2cc1OCCCN1CCC2CCCCC2C1, predict the reactants needed to synthesize it. The reactants are: C1CCC2CNCCC2C1.COc1cc2ncnc(Nc3ccc(F)c(Cl)c3)c2cc1OCCCCl. (9) Given the product COc1cc(CC(=O)N(C)CCCc2ccc(C(=O)O)cc2)ccc1NC(=O)Nc1ccccc1C, predict the reactants needed to synthesize it. The reactants are: CCOC(=O)c1ccc(CCCN(C)C(=O)Cc2ccc(NC(=O)Nc3ccccc3C)c(OC)c2)cc1. (10) Given the product C=C(C(=O)CCCC)c1ccsc1, predict the reactants needed to synthesize it. The reactants are: C=O.CCCCC(=O)Cc1ccsc1.